Dataset: Forward reaction prediction with 1.9M reactions from USPTO patents (1976-2016). Task: Predict the product of the given reaction. (1) The product is: [CH3:20][O:21][C:22]1[C:30]([C:31]([F:34])([F:33])[F:32])=[CH:29][C:25]([C:26]([N:3]2[C:4]3[CH:9]=[CH:8][CH:7]=[CH:6][C:5]=3[S:1][CH2:2]2)=[O:27])=[CH:24][C:23]=1[C:35]([N:37]1[CH2:41][CH2:40][CH2:39][CH2:38]1)=[O:36]. Given the reactants [S:1]1[C:5]2[CH:6]=[CH:7][CH:8]=[CH:9][C:4]=2[NH:3][CH2:2]1.NC1C=CC=CC=1S.C=O.[CH3:20][O:21][C:22]1[C:30]([C:31]([F:34])([F:33])[F:32])=[CH:29][C:25]([C:26](Cl)=[O:27])=[CH:24][C:23]=1[C:35]([N:37]1[CH2:41][CH2:40][CH2:39][CH2:38]1)=[O:36], predict the reaction product. (2) Given the reactants [NH2:1][CH2:2][CH2:3][O:4][CH2:5][CH2:6][O:7][CH2:8][CH2:9][O:10][CH2:11][CH2:12][O:13][C:14]1[CH:19]=[CH:18][C:17]([NH:20][C:21]2[N:26]=[C:25]([NH:27][CH2:28][CH2:29][CH2:30][N:31]([CH3:38])[C:32]([CH:34]3[CH2:37][CH2:36][CH2:35]3)=[O:33])[C:24]([Br:39])=[CH:23][N:22]=2)=[CH:16][CH:15]=1.[O:40]=[C:41]1[CH:46]([N:47]2[C:55](=[O:56])[C:54]3[C:49](=[CH:50][CH:51]=[CH:52][C:53]=3F)[C:48]2=[O:58])[CH2:45][CH2:44][C:43](=[O:59])[NH:42]1.C(N(C(C)C)C(C)C)C, predict the reaction product. The product is: [Br:39][C:24]1[C:25]([NH:27][CH2:28][CH2:29][CH2:30][N:31]([CH3:38])[C:32]([CH:34]2[CH2:37][CH2:36][CH2:35]2)=[O:33])=[N:26][C:21]([NH:20][C:17]2[CH:18]=[CH:19][C:14]([O:13][CH2:12][CH2:11][O:10][CH2:9][CH2:8][O:7][CH2:6][CH2:5][O:4][CH2:3][CH2:2][NH:1][C:50]3[CH:51]=[CH:52][CH:53]=[C:54]4[C:49]=3[C:48](=[O:58])[N:47]([CH:46]3[CH2:45][CH2:44][C:43](=[O:59])[NH:42][C:41]3=[O:40])[C:55]4=[O:56])=[CH:15][CH:16]=2)=[N:22][CH:23]=1. (3) Given the reactants C1O[C:4]2([CH2:13][CH2:12][C:11]3[N:10]=[CH:9][C:8]([N+:14]([O-:16])=[O:15])=[CH:7][C:6]=3[CH2:5]2)[O:3]C1.FC(F)(F)C(O)=O.C([O-])(O)=O.[Na+], predict the reaction product. The product is: [N+:14]([C:8]1[CH:9]=[N:10][C:11]2[CH2:12][CH2:13][C:4](=[O:3])[CH2:5][C:6]=2[CH:7]=1)([O-:16])=[O:15]. (4) Given the reactants [CH:1]([O:3][C:4]1[C:5]([C:15]#[C:16][C@@:17]([O:35]CC2C=CC=CC=2)([CH3:34])[CH2:18][CH2:19][CH2:20][C@H:21]([CH3:33])[CH2:22][CH2:23][CH2:24][C@H:25]([CH3:32])[CH2:26][CH2:27][CH2:28][CH:29]([CH3:31])[CH3:30])=C2CCN(C)C2=[N:8][C:9]=1[CH3:10])=[O:2].[CH3:43]C(C[AlH]CC(C)C)C.[CH2:52]([N:54]([CH2:57][CH3:58])[CH2:55][CH3:56])C.C(OC(=O)C)(=O)C, predict the reaction product. The product is: [C:1]([O:3][C:4]1[C:5]([CH2:15][CH2:16][C@@:17]([OH:35])([CH3:34])[CH2:18][CH2:19][CH2:20][C@H:21]([CH3:33])[CH2:22][CH2:23][CH2:24][C@H:25]([CH3:32])[CH2:26][CH2:27][CH2:28][CH:29]([CH3:31])[CH3:30])=[C:56]2[CH2:58][CH2:57][N:54]([CH3:52])[C:55]2=[N:8][C:9]=1[CH3:10])(=[O:2])[CH3:43].